From a dataset of Full USPTO retrosynthesis dataset with 1.9M reactions from patents (1976-2016). Predict the reactants needed to synthesize the given product. (1) Given the product [C:1]([O:9][C@@H:10]1[C@@H:25]2[C@@H:13]([NH:14][O:15][CH2:26]2)[C@H:12]([F:16])[C@H:11]1[O:17][CH2:18][C:19]1[CH:20]=[CH:21][CH:22]=[CH:23][CH:24]=1)(=[O:8])[C:2]1[CH:3]=[CH:4][CH:5]=[CH:6][CH:7]=1, predict the reactants needed to synthesize it. The reactants are: [C:1]([O:9][C@H:10]([CH:25]=[CH2:26])[C@H:11]([O:17][CH2:18][C:19]1[CH:24]=[CH:23][CH:22]=[CH:21][CH:20]=1)[C@@H:12]([F:16])[CH:13]=[N:14][OH:15])(=[O:8])[C:2]1[CH:7]=[CH:6][CH:5]=[CH:4][CH:3]=1. (2) Given the product [F:19][C:2]([F:1])([F:20])[C:3]1[CH:8]=[CH:7][CH:6]=[CH:5][C:4]=1[C:9]1[CH:10]=[C:11]([CH2:12][OH:13])[CH:16]=[CH:17][N:18]=1, predict the reactants needed to synthesize it. The reactants are: [F:1][C:2]([F:20])([F:19])[C:3]1[CH:8]=[CH:7][CH:6]=[CH:5][C:4]=1[C:9]1[CH:10]=[C:11]([CH:16]=[CH:17][N:18]=1)[C:12](OC)=[O:13].[H-].[Al+3].[Li+].[H-].[H-].[H-].C(C(C(C([O-])=O)O)O)([O-])=O.[K+].[Na+].